This data is from Full USPTO retrosynthesis dataset with 1.9M reactions from patents (1976-2016). The task is: Predict the reactants needed to synthesize the given product. Given the product [NH2:25][C:22]1[N:23]=[CH:24][C:19]([C:11]2[C:10]([F:26])=[C:9]([C:14]([CH:15]3[CH2:18][CH2:17][CH2:16]3)=[CH:13][CH:12]=2)[O:8][C:5]2[N:4]=[CH:3][C:2]([C:35]3[CH:36]=[N:37][C:38]([NH2:41])=[N:39][CH:40]=3)=[CH:7][N:6]=2)=[N:20][CH:21]=1, predict the reactants needed to synthesize it. The reactants are: Br[C:2]1[CH:3]=[N:4][C:5]([O:8][C:9]2[C:10]([F:26])=[C:11]([C:19]3[N:20]=[CH:21][C:22]([NH2:25])=[N:23][CH:24]=3)[CH:12]=[CH:13][C:14]=2[CH:15]2[CH2:18][CH2:17][CH2:16]2)=[N:6][CH:7]=1.CC1(C)C(C)(C)OB([C:35]2[CH:36]=[N:37][C:38]([NH2:41])=[N:39][CH:40]=2)O1.C([O-])([O-])=O.[Na+].[Na+].C(Cl)Cl.